Dataset: Catalyst prediction with 721,799 reactions and 888 catalyst types from USPTO. Task: Predict which catalyst facilitates the given reaction. (1) Reactant: Br[C:2]1[CH:9]=[CH:8][C:5]([CH2:6][OH:7])=[CH:4][CH:3]=1.C1(P(C2C=CC=CC=2)C2C=CC=CC=2)C=CC=CC=1.C(N(CC)CC)C.[C:36]([O:40][CH2:41][CH3:42])(=[O:39])[CH:37]=[CH2:38]. Product: [CH2:41]([O:40][C:36](=[O:39])[CH:37]=[CH:38][C:2]1[CH:9]=[CH:8][C:5]([CH2:6][OH:7])=[CH:4][CH:3]=1)[CH3:42]. The catalyst class is: 167. (2) Reactant: [N+:1]([C:4]1[CH:9]=[CH:8][C:7]([N:10]2[CH2:15][CH2:14][NH:13][CH2:12][CH2:11]2)=[CH:6][CH:5]=1)([O-:3])=[O:2].[O:16]1[CH:20]=[CH:19][CH:18]=[C:17]1[CH:21]=O.C(O)(=O)C.C([BH3-])#N.[Na+]. Product: [O:16]1[CH:20]=[CH:19][CH:18]=[C:17]1[CH2:21][N:13]1[CH2:14][CH2:15][N:10]([C:7]2[CH:6]=[CH:5][C:4]([N+:1]([O-:3])=[O:2])=[CH:9][CH:8]=2)[CH2:11][CH2:12]1. The catalyst class is: 20. (3) Reactant: [CH2:1]([O:8][C:9]1[CH:14]=[CH:13][C:12]([C:15]2[O:16][C:17]([CH3:29])=[C:18]([CH2:20][C:21]([N:23]3[CH2:27][CH2:26][CH2:25][C@H:24]3[CH3:28])=O)[N:19]=2)=[CH:11][CH:10]=1)[C:2]1[CH:7]=[CH:6][CH:5]=[CH:4][CH:3]=1.[H-].[Al+3].[Li+].[H-].[H-].[H-]. Product: [CH2:1]([O:8][C:9]1[CH:10]=[CH:11][C:12]([C:15]2[O:16][C:17]([CH3:29])=[C:18]([CH2:20][CH2:21][N:23]3[CH2:27][CH2:26][CH2:25][C@H:24]3[CH3:28])[N:19]=2)=[CH:13][CH:14]=1)[C:2]1[CH:3]=[CH:4][CH:5]=[CH:6][CH:7]=1. The catalyst class is: 1.